This data is from Catalyst prediction with 721,799 reactions and 888 catalyst types from USPTO. The task is: Predict which catalyst facilitates the given reaction. (1) Reactant: [OH:1][CH:2]([C:6]1[CH:11]=[CH:10][C:9]([C:12]2[N:16]=[C:15]([C:17]3[O:21][N:20]=[C:19]([C:22]4[CH:27]=[CH:26][CH:25]=[CH:24][CH:23]=4)[C:18]=3[C:28]([F:31])([F:30])[F:29])[O:14][N:13]=2)=[CH:8][CH:7]=1)[C:3]([OH:5])=O.CN1CCOCC1.[C:39]([O:43][C:44]([N:46]1[CH2:49][CH:48]([NH2:50])[CH2:47]1)=[O:45])([CH3:42])([CH3:41])[CH3:40].F[P-](F)(F)(F)(F)F.N1(O[P+](N(C)C)(N(C)C)N(C)C)C2C=CC=CC=2N=N1. Product: [OH:1][CH:2]([C:6]1[CH:11]=[CH:10][C:9]([C:12]2[N:16]=[C:15]([C:17]3[O:21][N:20]=[C:19]([C:22]4[CH:27]=[CH:26][CH:25]=[CH:24][CH:23]=4)[C:18]=3[C:28]([F:30])([F:29])[F:31])[O:14][N:13]=2)=[CH:8][CH:7]=1)[C:3]([NH:50][CH:48]1[CH2:47][N:46]([C:44]([O:43][C:39]([CH3:42])([CH3:41])[CH3:40])=[O:45])[CH2:49]1)=[O:5]. The catalyst class is: 31. (2) Reactant: [CH3:1][N:2]([CH3:12])[C:3]1[CH:8]=[CH:7][C:6](B(O)O)=[CH:5][CH:4]=1.C(=O)([O-])[O-].[Na+].[Na+].[C:19]([NH:27][C:28]1[CH:40]=[C:39](Br)[CH:38]=[CH:37][C:29]=1[C:30]([O:32][C:33]([CH3:36])([CH3:35])[CH3:34])=[O:31])(=[O:26])[C:20]1[CH:25]=[CH:24][CH:23]=[CH:22][CH:21]=1. Product: [C:19]([NH:27][C:28]1[CH:40]=[C:39]([C:6]2[CH:7]=[CH:8][C:3]([N:2]([CH3:12])[CH3:1])=[CH:4][CH:5]=2)[CH:38]=[CH:37][C:29]=1[C:30]([O:32][C:33]([CH3:35])([CH3:36])[CH3:34])=[O:31])(=[O:26])[C:20]1[CH:21]=[CH:22][CH:23]=[CH:24][CH:25]=1. The catalyst class is: 80.